Regression/Classification. Given a drug SMILES string, predict its toxicity properties. Task type varies by dataset: regression for continuous values (e.g., LD50, hERG inhibition percentage) or binary classification for toxic/non-toxic outcomes (e.g., AMES mutagenicity, cardiotoxicity, hepatotoxicity). Dataset: ld50_zhu. From a dataset of Acute oral toxicity (LD50) regression data from Zhu et al.. (1) The drug is CCCOc1cccc(C)c1N(COCC)C(=O)CCl. The rat oral LD50 is 2.06, given as -log10 of the dose in mol/kg body weight (higher means more acutely toxic). (2) The rat oral LD50 is 2.56, given as -log10 of the dose in mol/kg body weight (higher means more acutely toxic). The drug is COP(=S)(OC)Oc1cc(C)ccc1C(C)C. (3) The compound is CCOC(OCC)OCC. The rat oral LD50 is 1.32, given as -log10 of the dose in mol/kg body weight (higher means more acutely toxic). (4) The molecule is OCC(F)(F)C(F)(F)C(F)(F)C(F)(F)C(F)(F)C(F)(F)C(F)(F)C(F)F. The rat oral LD50 is 1.99, given as -log10 of the dose in mol/kg body weight (higher means more acutely toxic).